Dataset: Reaction yield outcomes from USPTO patents with 853,638 reactions. Task: Predict the reaction yield, written as a fraction of the theoretical maximum amount of product (1.0 means a 100% yield; for example, 0.34 means a 34% yield). The reactants are [CH:1]([O:4][P:5]([CH2:11]Br)(=[O:10])[O:6][CH:7]([CH3:9])[CH3:8])([CH3:3])[CH3:2].[OH:13][CH2:14][C:15]([CH2:38][CH3:39])=[CH:16][CH2:17][C:18]1[C:26]([O:27][CH2:28][CH2:29][Si:30]([CH3:33])([CH3:32])[CH3:31])=[C:25]2[C:21]([CH2:22][O:23][C:24]2=[O:34])=[C:20]([CH3:35])[C:19]=1[O:36][CH3:37].CC(C)([O-])C.[Li+].[Cl-].[Li+]. The catalyst is CN(C=O)C. The product is [CH:1]([O:4][P:5]([CH2:11][O:13][CH2:14][C:15]([CH2:38][CH3:39])=[CH:16][CH2:17][C:18]1[C:26]([O:27][CH2:28][CH2:29][Si:30]([CH3:32])([CH3:33])[CH3:31])=[C:25]2[C:21](=[C:20]([CH3:35])[C:19]=1[O:36][CH3:37])[CH2:22][O:23][C:24]2=[O:34])(=[O:10])[O:6][CH:7]([CH3:9])[CH3:8])([CH3:3])[CH3:2]. The yield is 0.350.